From a dataset of Full USPTO retrosynthesis dataset with 1.9M reactions from patents (1976-2016). Predict the reactants needed to synthesize the given product. (1) Given the product [CH:1]1([C:4]2[CH:5]=[CH:6][C:7]([CH:12]([C:20]3[CH:21]=[CH:22][C:23]4[O:27][CH2:26][CH2:25][C:24]=4[CH:28]=3)[CH2:13][C@@H:14]3[NH:18][C:17](=[O:19])[CH2:16][CH2:15]3)=[N:8][C:9]=2[O:10][CH3:11])[CH2:3][CH2:2]1, predict the reactants needed to synthesize it. The reactants are: [CH:1]1([C:4]2[CH:5]=[CH:6][C:7](/[C:12](/[C:20]3[CH:21]=[CH:22][C:23]4[O:27][CH2:26][CH2:25][C:24]=4[CH:28]=3)=[CH:13]/[C@@H:14]3[NH:18][C:17](=[O:19])[CH2:16][CH2:15]3)=[N:8][C:9]=2[O:10][CH3:11])[CH2:3][CH2:2]1.[H][H]. (2) Given the product [C:1]([OH:8])(=[O:7])/[CH:2]=[CH:3]/[C:4]([OH:6])=[O:5].[NH2:9][CH2:10][CH2:11][O:12]/[N:13]=[C:14]1/[C:15]([CH3:37])([CH3:36])[C@@:16]2([OH:35])[C@:29]([CH3:32])([CH2:30][CH2:31]/1)[C@@H:28]1[C@H:19]([C@H:20]3[C@@:24]([CH2:26][CH2:27]1)([CH3:25])[C:23](=[O:33])[CH2:22][CH2:21]3)[CH2:18][C@@H:17]2[OH:34], predict the reactants needed to synthesize it. The reactants are: [C:1]([OH:8])(=[O:7])/[CH:2]=[CH:3]/[C:4]([OH:6])=[O:5].[NH2:9][CH2:10][CH2:11][O:12]/[N:13]=[C:14]1/[C:15]([CH3:37])([CH3:36])[C@@:16]2([OH:35])[C@:29]([CH3:32])([CH2:30][CH2:31]/1)[C@@H:28]1[C@H:19]([C@H:20]3[C@@:24]([CH2:26][CH2:27]1)([CH3:25])[C@@H:23]([OH:33])[CH2:22][CH2:21]3)[CH2:18][C@@H:17]2[OH:34].C1C(=O)N(Br)C(=O)C1.C1COCC1.